This data is from Retrosynthesis with 50K atom-mapped reactions and 10 reaction types from USPTO. The task is: Predict the reactants needed to synthesize the given product. (1) Given the product O=C(NC1CSC1)c1ccc(C2=NCC(c3cc(Cl)c(Cl)c(Cl)c3)(C(F)(F)F)C2)cc1C(F)(F)F, predict the reactants needed to synthesize it. The reactants are: NC1CSC1.O=C(O)c1ccc(C2=NCC(c3cc(Cl)c(Cl)c(Cl)c3)(C(F)(F)F)C2)cc1C(F)(F)F. (2) Given the product CC(C)c1nc2ccccc2c(=O)n1NC(=O)CC12CC3CC(CC(Cl)(C3)C1)C2, predict the reactants needed to synthesize it. The reactants are: CC(C)c1nc2ccccc2c(=O)n1N.O=C(Cl)CC12CC3CC(CC(Cl)(C3)C1)C2. (3) Given the product N#CCOc1ccc(Br)cc1, predict the reactants needed to synthesize it. The reactants are: N#CCBr.Oc1ccc(Br)cc1. (4) Given the product CS(=O)(=O)c1ccc(C2CCOCC2)c(C(=O)O)c1, predict the reactants needed to synthesize it. The reactants are: CS(=O)(=O)c1ccc(C2=CCOCC2)c(C(=O)O)c1.